Task: Predict the product of the given reaction.. Dataset: Forward reaction prediction with 1.9M reactions from USPTO patents (1976-2016) (1) Given the reactants N([O-])=O.[Na+].[Cl:5][C:6]1[N:11]=[CH:10][C:9](N)=[CH:8][CH:7]=1.[S:13](=[O:15])=[O:14].O.[ClH:17], predict the reaction product. The product is: [Cl:5][C:6]1[N:11]=[CH:10][C:9]([S:13]([Cl:17])(=[O:15])=[O:14])=[CH:8][CH:7]=1. (2) Given the reactants [NH2:1][C:2]1[CH:10]=[CH:9][C:8]([OH:11])=[CH:7][C:3]=1[C:4](O)=[O:5].[N:12]1C=NC=N[CH:13]=1.N1CCCCC1, predict the reaction product. The product is: [N:1]1[C:2]2[C:3](=[CH:7][C:8]([OH:11])=[CH:9][CH:10]=2)[C:4]([OH:5])=[N:12][CH:13]=1.